The task is: Predict which catalyst facilitates the given reaction.. This data is from Catalyst prediction with 721,799 reactions and 888 catalyst types from USPTO. (1) Reactant: Cl.[CH2:2]([O:9][C:10]1[CH:16]=[CH:15][C:13]([NH2:14])=[CH:12][CH:11]=1)[C:3]1[CH:8]=[CH:7][CH:6]=[CH:5][CH:4]=1.Cl[C:18]1[C:23]([N+:24]([O-:26])=[O:25])=[CH:22][C:21]([CH3:27])=[CH:20][N:19]=1.C([O-])([O-])=O.[K+].[K+].O. Product: [CH2:2]([O:9][C:10]1[CH:11]=[CH:12][C:13]([NH:14][C:18]2[C:23]([N+:24]([O-:26])=[O:25])=[CH:22][C:21]([CH3:27])=[CH:20][N:19]=2)=[CH:15][CH:16]=1)[C:3]1[CH:4]=[CH:5][CH:6]=[CH:7][CH:8]=1. The catalyst class is: 3. (2) Reactant: Cl[CH2:2][C:3]1[N:4]=[C:5]([NH:8][C:9]([NH:11][CH2:12][C:13]2[CH:18]=[CH:17][CH:16]=[C:15]([F:19])[CH:14]=2)=[O:10])[S:6][CH:7]=1.[CH3:20][NH:21][C:22]1[C:27]([CH3:28])=[N:26][CH:25]=[CH:24][N:23]=1.C([O-])([O-])=O.[K+].[K+]. Product: [F:19][C:15]1[CH:14]=[C:13]([CH:18]=[CH:17][CH:16]=1)[CH2:12][NH:11][C:9]([NH:8][C:5]1[S:6][CH:7]=[C:3]([CH2:2][N:21]([CH3:20])[C:22]2[C:27]([CH3:28])=[N:26][CH:25]=[CH:24][N:23]=2)[N:4]=1)=[O:10]. The catalyst class is: 2. (3) Reactant: CS(C)=O.[CH3:5][C:6]([C@@H:10]1[CH2:15][CH2:14][O:13][C:12]([CH3:17])([CH3:16])[O:11]1)([CH3:9])[CH2:7][OH:8].C(Cl)(=O)C(Cl)=O.C(N(CC)CC)C. Product: [CH3:9][C:6]([C@@H:10]1[CH2:15][CH2:14][O:13][C:12]([CH3:17])([CH3:16])[O:11]1)([CH3:5])[CH:7]=[O:8]. The catalyst class is: 34. (4) Reactant: Br[C:2]1[C:3]([CH3:15])=[N:4][N:5]([C:8]2[CH:13]=[CH:12][CH:11]=[CH:10][C:9]=2[CH3:14])[C:6]=1[NH2:7].Cl.[N:17]1[C:26]2[C:21](=[CH:22][C:23](OB(O)O)=[CH:24][CH:25]=2)[N:20]=[CH:19][CH:18]=1.C(=O)([O-])[O-].[Na+].[Na+].C(OCC)(=O)C. Product: [N:17]1[C:26]2[C:21](=[CH:22][C:23]([C:2]3[C:3]([CH3:15])=[N:4][N:5]([C:8]4[CH:13]=[CH:12][CH:11]=[CH:10][C:9]=4[CH3:14])[C:6]=3[NH2:7])=[CH:24][CH:25]=2)[N:20]=[CH:19][CH:18]=1. The catalyst class is: 128. (5) Reactant: Cl[C:2]1[CH:7]=[C:6]([O:8][C:9]2[CH:14]=[CH:13][C:12]([N+:15]([O-:17])=[O:16])=[CH:11][CH:10]=2)[N:5]=[CH:4][N:3]=1.[N+:18]([C:21]1[CH:26]=[CH:25][C:24]([OH:27])=[CH:23][CH:22]=1)([O-])=O.C(N(C(C)C)CC)(C)C. Product: [N+:15]([C:12]1[CH:13]=[CH:14][C:9]([O:8][C:6]2[N:5]=[CH:4][N:3]=[C:2]([NH:18][C:21]3[CH:26]=[CH:25][C:24]([OH:27])=[CH:23][CH:22]=3)[CH:7]=2)=[CH:10][CH:11]=1)([O-:17])=[O:16]. The catalyst class is: 41. (6) Reactant: C[O:2][C:3]([C:5]1([CH:13]=[N:14][O:15][CH2:16][C:17]2[CH:22]=[CH:21][CH:20]=[CH:19][CH:18]=2)[CH2:10][C@H:9]([CH3:11])[CH2:8][C@H:7]([CH3:12])[CH2:6]1)=[O:4].O.[OH-].[Li+].Cl. Product: [CH2:16]([O:15][N:14]=[CH:13][C:5]1([C:3]([OH:4])=[O:2])[CH2:10][C@H:9]([CH3:11])[CH2:8][C@H:7]([CH3:12])[CH2:6]1)[C:17]1[CH:22]=[CH:21][CH:20]=[CH:19][CH:18]=1. The catalyst class is: 20. (7) Reactant: [CH3:1][S:2]([N:5]1[CH2:10][CH2:9][CH2:8][C@H:7]([NH:11][C:12]2[C:17]([C:18]3[N:19]=[C:20]4[CH:26]=[CH:25][N:24](COCC[Si](C)(C)C)[C:21]4=[N:22][CH:23]=3)=[CH:16][N:15]=[C:14](S(C)(=O)=O)[N:13]=2)[CH2:6]1)(=[O:4])=[O:3].[NH2:39][C@H:40]([CH2:43][CH3:44])[CH2:41][OH:42].CS(C)(=O)=O. Product: [CH3:1][S:2]([N:5]1[CH2:10][CH2:9][CH2:8][C@H:7]([NH:11][C:12]2[C:17]([C:18]3[N:19]=[C:20]4[CH:26]=[CH:25][NH:24][C:21]4=[N:22][CH:23]=3)=[CH:16][N:15]=[C:14]([NH:39][C@H:40]([CH2:43][CH3:44])[CH2:41][OH:42])[N:13]=2)[CH2:6]1)(=[O:3])=[O:4]. The catalyst class is: 12.